From a dataset of Reaction yield outcomes from USPTO patents with 853,638 reactions. Predict the reaction yield, written as a fraction of the theoretical maximum amount of product (1.0 means a 100% yield; for example, 0.34 means a 34% yield). (1) The reactants are [Br:1][C:2]1[C:10]2[C:5](=[CH:6][CH:7]=[C:8]([C:11]#[N:12])[CH:9]=2)[N:4]([CH:13]2[CH2:18][CH2:17][CH2:16][CH2:15][O:14]2)[N:3]=1.[OH:19]O.[OH-].[Na+].Cl. The catalyst is C(O)C. The product is [Br:1][C:2]1[C:10]2[C:5](=[CH:6][CH:7]=[C:8]([C:11]([NH2:12])=[O:19])[CH:9]=2)[N:4]([CH:13]2[CH2:18][CH2:17][CH2:16][CH2:15][O:14]2)[N:3]=1. The yield is 0.950. (2) The reactants are [CH2:1]([C@H:8]([NH:14][C:15](=[O:21])[O:16][C:17]([CH3:20])([CH3:19])[CH3:18])[C@H:9]([OH:13])[CH2:10][NH:11][NH2:12])[C:2]1[CH:7]=[CH:6][CH:5]=[CH:4][CH:3]=1.[C:22]1(=O)[CH2:26][CH2:25][CH2:24][CH2:23]1. The product is [CH2:1]([C@H:8]([NH:14][C:15](=[O:21])[O:16][C:17]([CH3:18])([CH3:20])[CH3:19])[C@H:9]([OH:13])[CH2:10][NH:11][N:12]=[C:22]1[CH2:26][CH2:25][CH2:24][CH2:23]1)[C:2]1[CH:3]=[CH:4][CH:5]=[CH:6][CH:7]=1. The yield is 0.140. The catalyst is C(O)(C)C. (3) The reactants are [Cl:1][C:2]1[CH:10]=[C:6]([C:7]([OH:9])=O)[C:5]([OH:11])=[CH:4][CH:3]=1.[C:12]([C:15]1[CH:16]=[C:17]([CH:19]=[CH:20][CH:21]=1)[NH2:18])(=[O:14])[CH3:13]. No catalyst specified. The product is [Cl:1][C:2]1[CH:3]=[CH:4][C:5]([OH:11])=[C:6]([CH:10]=1)[C:7]([NH:18][C:17]1[CH:19]=[CH:20][CH:21]=[C:15]([C:12](=[O:14])[CH3:13])[CH:16]=1)=[O:9]. The yield is 0.800. (4) The reactants are OC1C=C([CH2:8][C:9]#[N:10])C=CC=1.[CH2:11]=[O:12].[OH2:13].[C:14]1([CH3:24])[CH:19]=[CH:18][C:17](S(O)(=O)=O)=[CH:16][CH:15]=1. The catalyst is C1(C)C=CC=CC=1. The product is [O:12]1[C:15]2[CH:16]=[C:17]([CH2:8][C:9]#[N:10])[CH:18]=[CH:19][C:14]=2[CH2:24][O:13][CH2:11]1. The yield is 0.0500. (5) The reactants are F[C:2]1[CH:7]=[CH:6][C:5]([N+:8]([O-:10])=[O:9])=[CH:4][CH:3]=1.[NH:11]([CH2:15][CH2:16][OH:17])[CH2:12][CH2:13][OH:14]. The catalyst is CO.ClCCl. The product is [OH:14][CH2:13][CH2:12][N:11]([C:2]1[CH:7]=[CH:6][C:5]([N+:8]([O-:10])=[O:9])=[CH:4][CH:3]=1)[CH2:15][CH2:16][OH:17]. The yield is 0.850. (6) The reactants are [CH3:1][S:2][C:3]1[N:4]=[C:5](O)[C:6]2[CH2:12][CH2:11][N:10]([C:13]3[C:18]([C:19]([F:22])([F:21])[F:20])=[CH:17][CH:16]=[CH:15][N:14]=3)[CH2:9][CH2:8][C:7]=2[N:23]=1.O=P(Cl)(Cl)[Cl:27]. The catalyst is CC#N.CCOC(C)=O. The product is [Cl:27][C:5]1[C:6]2[CH2:12][CH2:11][N:10]([C:13]3[C:18]([C:19]([F:22])([F:21])[F:20])=[CH:17][CH:16]=[CH:15][N:14]=3)[CH2:9][CH2:8][C:7]=2[N:23]=[C:3]([S:2][CH3:1])[N:4]=1. The yield is 0.890.